From a dataset of Full USPTO retrosynthesis dataset with 1.9M reactions from patents (1976-2016). Predict the reactants needed to synthesize the given product. Given the product [CH3:38][O:37][C:34]1[CH:33]=[CH:32][C:31]([CH2:30][N:8]([CH2:7][C:6]2[CH:5]=[CH:4][C:3]([O:2][CH3:1])=[CH:40][CH:39]=2)[C:9]2[N:10]=[CH:11][C:12]([C:15]3[C:16]4[CH2:29][CH2:28][N:27]([C:42]5[CH:43]=[CH:44][C:45]([C:48]([N:50]6[CH2:51][CH2:52][N:53]([CH2:56][CH2:57][OH:58])[CH2:54][CH2:55]6)=[O:49])=[N:46][CH:47]=5)[C:17]=4[N:18]=[C:19]([N:21]4[CH2:26][CH2:25][O:24][CH2:23][CH2:22]4)[N:20]=3)=[CH:13][N:14]=2)=[CH:36][CH:35]=1, predict the reactants needed to synthesize it. The reactants are: [CH3:1][O:2][C:3]1[CH:40]=[CH:39][C:6]([CH2:7][N:8]([CH2:30][C:31]2[CH:36]=[CH:35][C:34]([O:37][CH3:38])=[CH:33][CH:32]=2)[C:9]2[N:14]=[CH:13][C:12]([C:15]3[C:16]4[CH2:29][CH2:28][NH:27][C:17]=4[N:18]=[C:19]([N:21]4[CH2:26][CH2:25][O:24][CH2:23][CH2:22]4)[N:20]=3)=[CH:11][N:10]=2)=[CH:5][CH:4]=1.Br[C:42]1[CH:43]=[CH:44][C:45]([C:48]([N:50]2[CH2:55][CH2:54][N:53]([CH2:56][CH2:57][OH:58])[CH2:52][CH2:51]2)=[O:49])=[N:46][CH:47]=1.COC(=O)C1C=CC(Br)=CC=1.